This data is from Reaction yield outcomes from USPTO patents with 853,638 reactions. The task is: Predict the reaction yield, written as a fraction of the theoretical maximum amount of product (1.0 means a 100% yield; for example, 0.34 means a 34% yield). (1) The reactants are Br[C:2]1[CH:3]=[C:4]([NH:10][C:11]2[CH:16]=[CH:15][C:14]([N:17]3[CH2:22][CH2:21][N:20]([CH:23]4[CH2:26][O:25][CH2:24]4)[CH2:19][C:18]3([CH3:28])[CH3:27])=[CH:13][N:12]=2)[C:5](=[O:9])[N:6]([CH3:8])[CH:7]=1.[C:29]([O:32][CH2:33][C:34]1[C:35]([N:49]2[CH2:61][CH2:60][N:52]3[C:53]4[CH2:54][CH2:55][CH2:56][CH2:57][C:58]=4[CH:59]=[C:51]3[C:50]2=[O:62])=[N:36][CH:37]=[CH:38][C:39]=1B1OC(C)(C)C(C)(C)O1)(=[O:31])[CH3:30].[O-]P([O-])([O-])=O.[K+].[K+].[K+].C([O-])(=O)C.[Na+]. The product is [C:29]([O:32][CH2:33][C:34]1[C:35]([N:49]2[CH2:61][CH2:60][N:52]3[C:53]4[CH2:54][CH2:55][CH2:56][CH2:57][C:58]=4[CH:59]=[C:51]3[C:50]2=[O:62])=[N:36][CH:37]=[CH:38][C:39]=1[C:2]1[CH:3]=[C:4]([NH:10][C:11]2[CH:16]=[CH:15][C:14]([N:17]3[CH2:22][CH2:21][N:20]([CH:23]4[CH2:24][O:25][CH2:26]4)[CH2:19][C:18]3([CH3:27])[CH3:28])=[CH:13][N:12]=2)[C:5](=[O:9])[N:6]([CH3:8])[CH:7]=1)(=[O:31])[CH3:30]. The catalyst is C1C=CC(P(C2C=CC=CC=2)[C-]2C=CC=C2)=CC=1.C1C=CC(P(C2C=CC=CC=2)[C-]2C=CC=C2)=CC=1.Cl[Pd]Cl.[Fe+2].O.C(#N)C. The yield is 0.310. (2) The reactants are [CH2:1]([N:8]1[CH:16]=[C:15]2[C:10]([CH:11]=[C:12]([C:17]3[CH:18]=[C:19]([CH2:27][CH:28]4[CH2:33][O:32][CH2:31][CH2:30][NH:29]4)[N:20]4[C:25]=3[C:24]([NH2:26])=[N:23][CH:22]=[N:21]4)[CH:13]=[CH:14]2)=[N:9]1)[C:2]1[CH:7]=[CH:6][CH:5]=[CH:4][CH:3]=1.[CH3:34][N:35]([CH3:40])[CH2:36][C:37](O)=[O:38].CCN=C=NCCCN(C)C.Cl.C1C=CC2N(O)N=NC=2C=1.C(N(CC)C(C)C)(C)C. The catalyst is CN(C=O)C. The product is [CH2:1]([N:8]1[CH:16]=[C:15]2[C:10]([CH:11]=[C:12]([C:17]3[CH:18]=[C:19]([CH2:27][CH:28]4[CH2:33][O:32][CH2:31][CH2:30][N:29]4[C:37](=[O:38])[CH2:36][N:35]([CH3:40])[CH3:34])[N:20]4[C:25]=3[C:24]([NH2:26])=[N:23][CH:22]=[N:21]4)[CH:13]=[CH:14]2)=[N:9]1)[C:2]1[CH:7]=[CH:6][CH:5]=[CH:4][CH:3]=1. The yield is 0.420. (3) The reactants are [CH3:1][O:2][C:3](=[O:36])[CH:4]([NH:28][C:29]([O:31][C:32]([CH3:35])([CH3:34])[CH3:33])=[O:30])[CH2:5][O:6][C:7]1[CH:12]=[CH:11][C:10]([CH2:13][CH2:14][CH2:15][CH2:16][NH:17]C(OCC2C=CC=CC=2)=O)=[CH:9][CH:8]=1. The catalyst is CO.[Pd]. The product is [CH3:1][O:2][C:3](=[O:36])[CH:4]([NH:28][C:29]([O:31][C:32]([CH3:34])([CH3:33])[CH3:35])=[O:30])[CH2:5][O:6][C:7]1[CH:8]=[CH:9][C:10]([CH2:13][CH2:14][CH2:15][CH2:16][NH2:17])=[CH:11][CH:12]=1. The yield is 0.980. (4) The reactants are Cl.Cl.[N:3]12[CH2:10][CH2:9][CH:6]([CH2:7][CH2:8]1)[C@@H:5]([NH2:11])[CH2:4]2.[N:12]([C:15]([C:18]1[CH:23]=[CH:22][CH:21]=[C:20]([C:24]([CH3:26])=[CH2:25])[CH:19]=1)([CH3:17])[CH3:16])=[C:13]=[O:14].C(N(CC)CC)C. The catalyst is C1COCC1. The product is [CH2:25]=[C:24]([C:20]1[CH:19]=[C:18]([C:15]([NH:12][C:13]([NH:11][C@@H:5]2[CH:6]3[CH2:9][CH2:10][N:3]([CH2:8][CH2:7]3)[CH2:4]2)=[O:14])([CH3:17])[CH3:16])[CH:23]=[CH:22][CH:21]=1)[CH3:26]. The yield is 0.500. (5) The reactants are P(CCCC)(CCCC)CCCC.[N+:14](=[C:16]([C:22]([C:24]1[CH:29]=[C:28]([CH2:30][N:31]2[CH2:36][CH2:35][O:34][CH2:33][CH2:32]2)[CH:27]=[CH:26][C:25]=1F)=[O:23])[C:17]([O:19][CH2:20][CH3:21])=[O:18])=[N-:15]. The catalyst is O1CCOCC1. The product is [OH:23][C:22]1[C:24]2[C:25](=[CH:26][CH:27]=[C:28]([CH2:30][N:31]3[CH2:36][CH2:35][O:34][CH2:33][CH2:32]3)[CH:29]=2)[N:15]=[N:14][C:16]=1[C:17]([O:19][CH2:20][CH3:21])=[O:18]. The yield is 0.0450. (6) The reactants are [CH:1]([C:4]1[CH:9]=[CH:8][C:7]([C@H:10]2[C:14]3[C:15]([CH3:28])=[C:16]([NH:20][C:21](=[O:27])[CH2:22][C:23]([CH3:26])([CH3:25])[CH3:24])[C:17]([CH3:19])=[CH:18][C:13]=3[O:12][CH2:11]2)=[CH:6][CH:5]=1)([CH3:3])[CH3:2].CCCCCC.[C:35](OCC)(=[O:37])[CH3:36]. The catalyst is C(Cl)(Cl)Cl. The product is [C:35]([C:18]1[C:13]2[O:12][CH2:11][C@@H:10]([C:7]3[CH:6]=[CH:5][C:4]([CH:1]([CH3:2])[CH3:3])=[CH:9][CH:8]=3)[C:14]=2[C:15]([CH3:28])=[C:16]([NH:20][C:21](=[O:27])[CH2:22][C:23]([CH3:26])([CH3:25])[CH3:24])[C:17]=1[CH3:19])(=[O:37])[CH3:36]. The yield is 0.460. (7) The reactants are [CH3:1][O:2][C:3]1[CH:4]=[C:5]([S:11][CH2:12][C:13]#[N:14])[CH:6]=[CH:7][C:8]=1[O:9][CH3:10].[BH4-].[Na+].B(F)(F)F.CCOCC.C(Cl)Cl.CO. The catalyst is C1COCC1. The product is [CH3:1][O:2][C:3]1[CH:4]=[C:5]([S:11][CH2:12][CH2:13][NH2:14])[CH:6]=[CH:7][C:8]=1[O:9][CH3:10]. The yield is 0.460. (8) The reactants are [C:1]([O:5][C:6]([N:8]1[CH2:13][CH:12]=[C:11]([C:14]2[S:15][CH:16]=[CH:17][N:18]=2)[CH2:10][CH2:9]1)=[O:7])([CH3:4])([CH3:3])[CH3:2]. The catalyst is [Ni].CCO. The product is [C:1]([O:5][C:6]([N:8]1[CH2:9][CH2:10][CH:11]([C:14]2[S:15][CH:16]=[CH:17][N:18]=2)[CH2:12][CH2:13]1)=[O:7])([CH3:4])([CH3:2])[CH3:3]. The yield is 0.930. (9) The reactants are [NH2:1][C:2]1[C:11]2[C:6](=[C:7](Br)[CH:8]=[CH:9][CH:10]=2)[N:5]=[N:4][C:3]=1[C:13]([NH:15][CH2:16][CH2:17][CH3:18])=[O:14].[F:19][C:20]1[CH:21]=[C:22](B(O)O)[CH:23]=[C:24]([F:26])[CH:25]=1. The catalyst is [Pd](Cl)Cl.C1(P(C2C=CC=CC=2)C2C=CC=CC=2)C=CC=CC=1.C1(P(C2C=CC=CC=2)C2C=CC=CC=2)C=CC=CC=1. The product is [NH2:1][C:2]1[C:11]2[C:6](=[C:7]([C:22]3[CH:21]=[C:20]([F:19])[CH:25]=[C:24]([F:26])[CH:23]=3)[CH:8]=[CH:9][CH:10]=2)[N:5]=[N:4][C:3]=1[C:13]([NH:15][CH2:16][CH2:17][CH3:18])=[O:14]. The yield is 0.897.